Dataset: Full USPTO retrosynthesis dataset with 1.9M reactions from patents (1976-2016). Task: Predict the reactants needed to synthesize the given product. (1) Given the product [CH3:1][O:2][C:3](=[O:13])[C:4]1[CH:9]=[CH:8][C:7]([O:10][CH3:11])=[CH:6][C:5]=1[CH2:12][Br:14], predict the reactants needed to synthesize it. The reactants are: [CH3:1][O:2][C:3](=[O:13])[C:4]1[CH:9]=[CH:8][C:7]([O:10][CH3:11])=[CH:6][C:5]=1[CH3:12].[Br:14]N1C(=O)CCC1=O.C(OOC(=O)C1C=CC=CC=1)(=O)C1C=CC=CC=1. (2) Given the product [C:12]([C:14]1[CH:19]=[CH:18][C:17]([S:20]([NH:13][CH:12]([C:11]2[N:7]([C:1]3[CH:2]=[CH:3][CH:4]=[CH:5][CH:6]=3)[N:8]=[CH:9][CH:10]=2)[CH:14]([CH2:19][CH3:18])[CH2:15][CH3:16])(=[O:22])=[O:21])=[CH:16][CH:15]=1)#[N:13], predict the reactants needed to synthesize it. The reactants are: [C:1]1([N:7]2[CH:11]=[CH:10][CH:9]=[N:8]2)[CH:6]=[CH:5][CH:4]=[CH:3][CH:2]=1.[C:12]([C:14]1[CH:19]=[CH:18][C:17]([S:20](Cl)(=[O:22])=[O:21])=[CH:16][CH:15]=1)#[N:13].S(Cl)(Cl)(=O)=O. (3) Given the product [Br:14][C:15]1[CH:16]=[C:5]([CH2:4][CH2:3][C:2](=[O:7])[CH3:1])[CH:20]=[CH:21][CH:22]=1, predict the reactants needed to synthesize it. The reactants are: [CH3:1][C:2](=[O:7])[CH2:3][C:4](=O)[CH3:5].C(=O)([O-])[O-].[K+].[K+].[Br:14][C:15]1[CH:16]=C([CH:20]=[CH:21][CH:22]=1)CBr. (4) Given the product [Br:12][C:2]1[C:3]([CH3:11])=[CH:4][C:5]([C:9]#[N:10])=[N:6][C:7]=1[CH3:8], predict the reactants needed to synthesize it. The reactants are: N[C:2]1[C:3]([CH3:11])=[CH:4][C:5]([C:9]#[N:10])=[N:6][C:7]=1[CH3:8].[BrH:12].BrBr.N([O-])=O.[Na+].[OH-].[Na+].